This data is from Reaction yield outcomes from USPTO patents with 853,638 reactions. The task is: Predict the reaction yield, written as a fraction of the theoretical maximum amount of product (1.0 means a 100% yield; for example, 0.34 means a 34% yield). (1) The reactants are [CH2:1]([N:8]1[CH:13]2[CH2:14][CH2:15][CH:9]1[CH2:10][C:11](=[N:16]O)[CH2:12]2)[C:2]1[CH:7]=[CH:6][CH:5]=[CH:4][CH:3]=1.[Na].Cl. The catalyst is C(O)CCCC. The product is [CH2:1]([N:8]1[CH:9]2[CH2:15][CH2:14][CH:13]1[CH2:12][CH:11]([NH2:16])[CH2:10]2)[C:2]1[CH:3]=[CH:4][CH:5]=[CH:6][CH:7]=1. The yield is 0.360. (2) The reactants are [Br:1][C:2]1[CH:3]=[C:4]([CH:7]=[C:8]([CH2:10][OH:11])[CH:9]=1)[C:5]#[N:6].[Cr](Cl)([O-])(=O)=O.[NH+]1C=CC=CC=1. The catalyst is ClCCl.CCOCC. The product is [Br:1][C:2]1[CH:3]=[C:4]([CH:7]=[C:8]([CH:10]=[O:11])[CH:9]=1)[C:5]#[N:6]. The yield is 0.910. (3) The reactants are CC(C)([O-])C.[K+].[CH3:7][C:8]1[S:9][C:10]([CH3:24])=[CH:11][C:12]=1[C:13](=O)[C:14]([C:16]1[CH:20]=[C:19]([CH3:21])[S:18][C:17]=1[CH3:22])=O.[CH:25]1[CH:30]=CC=[CH:27][CH:26]=1. No catalyst specified. The product is [CH3:7][C:8]1[S:9][C:10]([CH3:24])=[CH:11][C:12]=1[C:13]1[CH:30]=[CH:25][CH2:26][CH2:27][C:14]=1[C:16]1[CH:20]=[C:19]([CH3:21])[S:18][C:17]=1[CH3:22]. The yield is 0.250. (4) The reactants are C([S:4][C@H:5]1[C:10]([C:11]([O:13][CH2:14][CH3:15])=[O:12])=[CH:9][CH2:8][O:7][CH2:6]1)(=O)C.Cl.C(O)C.C(=O)([O-])O.[Na+]. The catalyst is C(O)C. The product is [SH:4][C@H:5]1[C:10]([C:11]([O:13][CH2:14][CH3:15])=[O:12])=[CH:9][CH2:8][O:7][CH2:6]1. The yield is 0.910. (5) The reactants are [CH3:1][N:2]([CH3:6])[CH2:3][CH2:4][NH2:5].[F:7][C:8]1[CH:13]=[CH:12][CH:11]=[C:10]([F:14])[C:9]=1[C:15]1[S:16][C:17]2[C:23](=[O:24])[CH:22]=[C:21](OC)[C:20](=[O:27])[C:18]=2[N:19]=1. The catalyst is C(O)C. The product is [F:7][C:8]1[CH:13]=[CH:12][CH:11]=[C:10]([F:14])[C:9]=1[C:15]1[S:16][C:17]2[C:23](=[O:24])[CH:22]=[C:21]([NH:5][CH2:4][CH2:3][N:2]([CH3:6])[CH3:1])[C:20](=[O:27])[C:18]=2[N:19]=1. The yield is 0.570. (6) The reactants are Cl[C:2]1[C:11]2[C:6](=[CH:7][CH:8]=[C:9]([N+:12]([O-:14])=[O:13])[CH:10]=2)[N:5]=[C:4]([CH3:15])[N:3]=1.C[C:17]1NC(=O)[C:24]2[C:19](=[CH:20][CH:21]=[C:22]([N+]([O-])=O)[CH:23]=2)[N:18]=1.C(N(C(C)C)CC)(C)C.P(Cl)(Cl)(Cl)=O.[C:45]([O-])(O)=[O:46].[Na+]. The catalyst is C1(C)C=CC=CC=1. The product is [CH3:45][O:46][C:22]1[CH:21]=[CH:20][C:19]([N:18]([C:2]2[C:11]3[C:6](=[CH:7][CH:8]=[C:9]([N+:12]([O-:14])=[O:13])[CH:10]=3)[N:5]=[C:4]([CH3:15])[N:3]=2)[CH3:17])=[CH:24][CH:23]=1. The yield is 0.600. (7) The reactants are [CH2:1]([O:8][C:9](=[O:12])[CH2:10]Br)[C:2]1[CH:7]=[CH:6][CH:5]=[CH:4][CH:3]=1.[N-:13]=[N+:14]=[N-:15].[Na+]. The catalyst is CN(C=O)C.O. The product is [CH2:1]([O:8][C:9](=[O:12])[CH2:10][N:13]=[N+:14]=[N-:15])[C:2]1[CH:7]=[CH:6][CH:5]=[CH:4][CH:3]=1. The yield is 0.960. (8) The reactants are Br[C:2]1[S:6](=[O:8])(=[O:7])[C:5]2[CH:9]=[C:10]([O:13][CH3:14])[CH:11]=[CH:12][C:4]=2[C:3]=1[O:15][C:16]1[CH:21]=[CH:20][C:19]([Br:22])=[CH:18][CH:17]=1.[BH4-].[Na+]. The catalyst is CO.CS(C)=O. The product is [Br:22][C:19]1[CH:20]=[CH:21][C:16]([O:15][C:3]2[C:4]3[CH:12]=[CH:11][C:10]([O:13][CH3:14])=[CH:9][C:5]=3[S:6](=[O:8])(=[O:7])[CH:2]=2)=[CH:17][CH:18]=1. The yield is 0.970. (9) The reactants are [F:1][C:2]([F:26])([F:25])[C:3]1[CH:8]=[CH:7][C:6]([N:9]2[CH:13]=[N:12][C:11]([C:14]3[CH:19]=[CH:18][C:17]([C:20]#[C:21][CH2:22][CH2:23][OH:24])=[CH:16][CH:15]=3)=[N:10]2)=[CH:5][CH:4]=1. The catalyst is [Pd].C(OCC)(=O)C. The product is [F:26][C:2]([F:1])([F:25])[C:3]1[CH:8]=[CH:7][C:6]([N:9]2[CH:13]=[N:12][C:11]([C:14]3[CH:19]=[CH:18][C:17]([CH2:20][CH2:21][CH2:22][CH2:23][OH:24])=[CH:16][CH:15]=3)=[N:10]2)=[CH:5][CH:4]=1. The yield is 1.04.